From a dataset of Full USPTO retrosynthesis dataset with 1.9M reactions from patents (1976-2016). Predict the reactants needed to synthesize the given product. (1) Given the product [N:1]([CH2:20][C:11]1[CH:18]=[CH:17][C:14]([C:15]#[N:16])=[CH:13][C:12]=1[CH3:19])=[N+:2]=[N-:3], predict the reactants needed to synthesize it. The reactants are: [N-:1]=[N+:2]=[N-:3].[Na+].O.CS(O[C:11]1[CH:18]=[CH:17][C:14]([C:15]#[N:16])=[CH:13][C:12]=1[CH3:19])(=O)=O.[CH3:20]N(C=O)C. (2) The reactants are: [NH2:1][C:2]1[CH:7]=[CH:6][C:5]([C:8](=[O:26])[CH2:9][N:10]2[C:14](=[O:15])[C:13]([C:19]3[CH:24]=[CH:23][CH:22]=[CH:21][CH:20]=3)([CH2:16][CH2:17][CH3:18])[NH:12][C:11]2=[O:25])=[CH:4][CH:3]=1.[CH3:27][C:28]1[C:32]([CH2:33][C:34](Cl)=[O:35])=[C:31]([CH3:37])[O:30][N:29]=1. Given the product [CH3:27][C:28]1[C:32]([CH2:33][C:34]([NH:1][C:2]2[CH:7]=[CH:6][C:5]([C:8](=[O:26])[CH2:9][N:10]3[C:14](=[O:15])[C:13]([C:19]4[CH:24]=[CH:23][CH:22]=[CH:21][CH:20]=4)([CH2:16][CH2:17][CH3:18])[NH:12][C:11]3=[O:25])=[CH:4][CH:3]=2)=[O:35])=[C:31]([CH3:37])[O:30][N:29]=1, predict the reactants needed to synthesize it.